The task is: Regression. Given two drug SMILES strings and cell line genomic features, predict the synergy score measuring deviation from expected non-interaction effect.. This data is from NCI-60 drug combinations with 297,098 pairs across 59 cell lines. (1) Synergy scores: CSS=51.3, Synergy_ZIP=-11.8, Synergy_Bliss=-15.6, Synergy_Loewe=-17.7, Synergy_HSA=-12.9. Cell line: CCRF-CEM. Drug 2: CCN(CC)CCCC(C)NC1=C2C=C(C=CC2=NC3=C1C=CC(=C3)Cl)OC. Drug 1: C1=CC(=CC=C1CCCC(=O)O)N(CCCl)CCCl. (2) Drug 1: C1=CC(=C2C(=C1NCCNCCO)C(=O)C3=C(C=CC(=C3C2=O)O)O)NCCNCCO. Drug 2: COC1=CC(=CC(=C1O)OC)C2C3C(COC3=O)C(C4=CC5=C(C=C24)OCO5)OC6C(C(C7C(O6)COC(O7)C8=CC=CS8)O)O. Cell line: UACC62. Synergy scores: CSS=46.3, Synergy_ZIP=1.20, Synergy_Bliss=1.48, Synergy_Loewe=5.30, Synergy_HSA=7.32. (3) Drug 1: CC(C1=C(C=CC(=C1Cl)F)Cl)OC2=C(N=CC(=C2)C3=CN(N=C3)C4CCNCC4)N. Drug 2: C1CN(P(=O)(OC1)NCCCl)CCCl. Cell line: RXF 393. Synergy scores: CSS=-1.59, Synergy_ZIP=-0.735, Synergy_Bliss=-2.40, Synergy_Loewe=-2.58, Synergy_HSA=-2.62.